The task is: Predict the reaction yield, written as a fraction of the theoretical maximum amount of product (1.0 means a 100% yield; for example, 0.34 means a 34% yield).. This data is from Reaction yield outcomes from USPTO patents with 853,638 reactions. (1) The reactants are [Br:1][C:2]1[CH:3]=[C:4]([CH:11]=[CH:12][CH:13]=1)[CH2:5][NH:6][CH2:7][CH2:8][O:9][CH3:10].[C:14]([O:18][C:19](=O)[O:20]C(C)(C)C)([CH3:17])([CH3:16])[CH3:15]. The catalyst is C(Cl)Cl.CN(C1C=CN=CC=1)C. The product is [Br:1][C:2]1[CH:3]=[C:4]([CH:11]=[CH:12][CH:13]=1)[CH2:5][N:6]([CH2:7][CH2:8][O:9][CH3:10])[C:19](=[O:20])[O:18][C:14]([CH3:17])([CH3:16])[CH3:15]. The yield is 0.560. (2) The reactants are [F:1][C:2]1[C:3]([CH3:25])=[C:4]([C:17]2[CH:22]=[CH:21][CH:20]=[C:19]([CH:23]=[O:24])[CH:18]=2)[C:5]([CH3:16])=[CH:6][C:7]=1[O:8][CH2:9][CH2:10][CH2:11][S:12]([CH3:15])(=[O:14])=[O:13].CO.[BH4-].[Na+].Cl. The catalyst is O1CCCC1. The product is [F:1][C:2]1[C:3]([CH3:25])=[C:4]([C:17]2[CH:22]=[CH:21][CH:20]=[C:19]([CH2:23][OH:24])[CH:18]=2)[C:5]([CH3:16])=[CH:6][C:7]=1[O:8][CH2:9][CH2:10][CH2:11][S:12]([CH3:15])(=[O:13])=[O:14]. The yield is 0.940. (3) The reactants are C([C:5]1[N:6]([CH2:17][C@@H:18]2[CH2:22][O:21][C:20]([CH3:24])([CH3:23])[O:19]2)[C:7]2[C:12]([CH:13]=1)=[CH:11][C:10]([N+:14]([O-])=O)=[CH:9][CH:8]=2)(C)(C)C.C([O-])=O.[NH4+]. The catalyst is C(O)C.O.[Pd]. The product is [CH3:23][C:20]1([CH3:24])[O:19][CH:18]([CH2:17][N:6]2[C:7]3[C:12](=[CH:11][C:10]([NH2:14])=[CH:9][CH:8]=3)[CH:13]=[CH:5]2)[CH2:22][O:21]1. The yield is 0.980. (4) No catalyst specified. The product is [CH2:1]([N:8]1[CH2:13][CH2:12][C:11]2([C:14]3[C:15](=[N:16][CH:17]=[CH:18][CH:19]=3)[C:52](=[O:53])[O:21]2)[CH2:10][CH2:9]1)[C:2]1[CH:7]=[CH:6][CH:5]=[CH:4][CH:3]=1. The reactants are [CH2:1]([N:8]1[CH2:13][CH2:12][C:11]([OH:21])([C:14]2[C:15](Br)=[N:16][CH:17]=[CH:18][CH:19]=2)[CH2:10][CH2:9]1)[C:2]1[CH:7]=[CH:6][CH:5]=[CH:4][CH:3]=1.C(N(CC)C(C)C)(C)C.C1(P(C2C=CC=CC=2)C2C=CC=CC=2)C=CC=CC=1.CN(C)[CH:52]=[O:53]. The yield is 0.430. (5) The reactants are [CH3:1][C:2]1[CH:7]=[CH:6][C:5]([S:8](Cl)(=[O:10])=[O:9])=[CH:4][CH:3]=1.C(N(CC)CC)C.[OH:19][CH2:20][CH:21]1[CH2:26][CH2:25][N:24]([C:27]([O:29][C:30]([CH3:33])([CH3:32])[CH3:31])=[O:28])[CH2:23][CH2:22]1. The catalyst is ClCCl. The product is [S:8]([O:19][CH2:20][CH:21]1[CH2:26][CH2:25][N:24]([C:27]([O:29][C:30]([CH3:33])([CH3:32])[CH3:31])=[O:28])[CH2:23][CH2:22]1)([C:5]1[CH:6]=[CH:7][C:2]([CH3:1])=[CH:3][CH:4]=1)(=[O:10])=[O:9]. The yield is 0.450. (6) The reactants are [CH3:1][O:2][C:3]([C:5]1[O:9][C:8]([NH2:10])=[CH:7][CH:6]=1)=[O:4].[OH:11][C:12](=[C:17]1C(=O)OC(C)(C)[O:19][C:18]1=O)[CH2:13][C:14](=O)[CH3:15].CS(O)(=O)=O. The catalyst is O1CCOCC1.C1(C)C=CC=CC=1. The product is [OH:11][C:12]1[CH:13]=[C:14]([CH3:15])[N:10]([C:8]2[O:9][C:5]([C:3]([O:2][CH3:1])=[O:4])=[CH:6][CH:7]=2)[C:18](=[O:19])[CH:17]=1. The yield is 0.440. (7) The reactants are [ClH:1].Cl[C:3]1[CH:18]=[CH:17][C:6]([CH2:7][N:8](CC)[CH:9]2[CH2:14][CH2:13][NH:12][CH2:11][CH2:10]2)=[CH:5][CH:4]=1.C([O-])([O-])=O.[K+].[K+].Br[CH2:26][CH2:27][CH:28]=[C:29]1[C:35]2[CH:36]=[CH:37][CH:38]=[N:39][C:34]=2[CH2:33][O:32][C:31]2[CH:40]=[CH:41][C:42]([C:44]([OH:47])([CH3:46])[CH3:45])=[CH:43][C:30]1=2.[C:48](#N)[CH3:49].O. No catalyst specified. The product is [Cl:1][C:5]1[CH:4]=[CH:3][C:18]([CH2:17][CH2:6][CH2:7][NH:8][CH:9]2[CH2:10][CH2:11][N:12]([CH2:26][CH2:27][CH:28]=[C:29]3[C:35]4[CH:36]=[CH:37][CH:38]=[N:39][C:34]=4[CH2:33][O:32][C:31]4[CH:40]=[CH:41][C:42]([C:44]([OH:47])([CH3:46])[CH3:45])=[CH:43][C:30]3=4)[CH2:13][CH2:14]2)=[CH:49][CH:48]=1. The yield is 0.600. (8) The reactants are [O:1]1[CH2:6][CH2:5][CH:4]([C:7]([O:9][CH3:10])=[O:8])[CH2:3][CH2:2]1.[CH:11]([N-]C(C)C)(C)C.[Li+].CI.O. The catalyst is C1COCC1. The product is [CH3:11][C:4]1([C:7]([O:9][CH3:10])=[O:8])[CH2:5][CH2:6][O:1][CH2:2][CH2:3]1. The yield is 0.610. (9) The reactants are [CH3:1][N:2]1[CH:10]2[CH:5]([CH2:6][CH2:7][CH2:8][CH2:9]2)[CH2:4][CH2:3]1.[I:11][CH2:12][CH2:13][CH2:14][CH3:15]. The catalyst is CO. The product is [I-:11].[CH2:12]([N+:2]1([CH3:1])[CH:10]2[CH:5]([CH2:6][CH2:7][CH2:8][CH2:9]2)[CH2:4][CH2:3]1)[CH2:13][CH2:14][CH3:15]. The yield is 0.860.